This data is from Reaction yield outcomes from USPTO patents with 853,638 reactions. The task is: Predict the reaction yield, written as a fraction of the theoretical maximum amount of product (1.0 means a 100% yield; for example, 0.34 means a 34% yield). (1) The reactants are Cl[C:2]1[N:7]2[N:8]=[C:9]([CH3:11])[CH:10]=[C:6]2[N:5]=[C:4]([NH:12][C:13](=[O:24])[C:14]2[CH:19]=[CH:18][C:17]([C:20]([OH:23])([CH3:22])[CH3:21])=[CH:16][CH:15]=2)[CH:3]=1.[OH:25][CH2:26][CH2:27][NH:28][C:29]([CH:31]1[CH2:36][CH2:35][CH2:34][NH:33][CH2:32]1)=[O:30].C(N(CC)C(C)C)(C)C. The product is [OH:25][CH2:26][CH2:27][NH:28][C:29]([CH:31]1[CH2:36][CH2:35][CH2:34][N:33]([C:2]2[N:7]3[N:8]=[C:9]([CH3:11])[CH:10]=[C:6]3[N:5]=[C:4]([NH:12][C:13](=[O:24])[C:14]3[CH:19]=[CH:18][C:17]([C:20]([OH:23])([CH3:22])[CH3:21])=[CH:16][CH:15]=3)[CH:3]=2)[CH2:32]1)=[O:30]. The catalyst is CN(C=O)C.CS(C)=O.CO. The yield is 0.470. (2) The reactants are CC(OI1(OC(C)=O)(OC(C)=O)OC(=O)C2C1=CC=CC=2)=O.[N:23]1[CH:28]=[CH:27][CH:26]=[C:25]([CH2:29][CH2:30][CH2:31][OH:32])[CH:24]=1. The catalyst is ClCCl.C([O-])(O)=O.[Na+].CCOCC.S([O-])([O-])(=O)=S.[Na+].[Na+]. The product is [N:23]1[CH:28]=[CH:27][CH:26]=[C:25]([CH2:29][CH2:30][CH:31]=[O:32])[CH:24]=1. The yield is 0.660. (3) The reactants are C[O:2][C:3](=[O:12])[C:4]1[CH:9]=[C:8]([NH2:10])[CH:7]=[CH:6][C:5]=1[Cl:11].Cl.[N:14]([O-])=O.[Na+].[C:18]([O-:21])(=[O:20])[CH3:19].[Na+].C([O:25][C:26](=O)[NH:27][C:28](=[O:38])C[C:28]([NH:27][C:26]([O:25]CC)=O)=[O:38])C.S(=O)(=O)(O)O. The catalyst is C(O)(=O)C.O. The product is [C:3]([C:4]1[CH:9]=[C:8]([N:10]2[C:28](=[O:38])[NH:27][C:26](=[O:25])[C:19]([C:18]([OH:21])=[O:20])=[N:14]2)[CH:7]=[CH:6][C:5]=1[Cl:11])([OH:2])=[O:12]. The yield is 0.460. (4) The reactants are [Cl:1][C:2]1[CH:30]=[C:29]([Cl:31])[CH:28]=[CH:27][C:3]=1[O:4][CH:5]1[C:13]2[C:8](=[CH:9][CH:10]=[C:11]([C:14]3[CH:15]=[C:16]([CH:24]=[CH:25][CH:26]=3)[C:17]([NH:19][CH2:20][CH2:21][S:22][CH3:23])=[O:18])[CH:12]=2)[CH2:7][CH2:6]1.ClC1C=CC=C(C(OO)=[O:40])C=1.C(=O)([O-])O.[Na+]. The catalyst is ClCCl. The product is [Cl:1][C:2]1[CH:30]=[C:29]([Cl:31])[CH:28]=[CH:27][C:3]=1[O:4][CH:5]1[C:13]2[C:8](=[CH:9][CH:10]=[C:11]([C:14]3[CH:15]=[C:16]([CH:24]=[CH:25][CH:26]=3)[C:17]([NH:19][CH2:20][CH2:21][S:22]([CH3:23])=[O:40])=[O:18])[CH:12]=2)[CH2:7][CH2:6]1. The yield is 0.560. (5) The reactants are [Li+].[CH3:2][Si]([N-][Si](C)(C)C)(C)C.[CH3:11][C:12]1([CH3:19])[S:16][CH:15]([CH3:17])[C:14](=[O:18])[O:13]1.O([CH2:28][CH2:29][CH2:30][CH2:31][CH2:32][CH2:33][CH2:34]C)S(C(F)(F)F)(=O)=O.Cl. The catalyst is C1COCC1.CCCCC. The product is [CH3:11][C:12]1([CH3:19])[S:16][C:15]([CH3:2])([CH2:17][CH2:28][CH2:29][CH2:30][CH2:31][CH2:32][CH2:33][CH3:34])[C:14](=[O:18])[O:13]1. The yield is 0.720.